Task: Predict the product of the given reaction.. Dataset: Forward reaction prediction with 1.9M reactions from USPTO patents (1976-2016) Given the reactants [O:1]=[C:2]1[CH2:6][CH2:5][C@H:4](/[CH:7]=[CH:8]/[C:9](=[O:15])[CH2:10][CH2:11][CH2:12][CH2:13][CH3:14])[N:3]1[CH2:16][CH2:17][S:18][CH2:19][CH2:20][CH2:21][C:22]([O:24][CH3:25])=[O:23].B1(C)OC(C2C=CC=CC=2)(C2C=CC=CC=2)[C@@H]2N1CCC2.Cl, predict the reaction product. The product is: [CH3:25][O:24][C:22](=[O:23])[CH2:21][CH2:20][CH2:19][S:18][CH2:17][CH2:16][N:3]1[C:2](=[O:1])[CH2:6][CH2:5][C@@H:4]1/[CH:7]=[CH:8]/[C@@H:9]([OH:15])[CH2:10][CH2:11][CH2:12][CH2:13][CH3:14].